From a dataset of Reaction yield outcomes from USPTO patents with 853,638 reactions. Predict the reaction yield, written as a fraction of the theoretical maximum amount of product (1.0 means a 100% yield; for example, 0.34 means a 34% yield). (1) The reactants are [OH-].[Na+].C[O:4][C:5](=[O:41])[CH2:6][C:7]1[CH:8]=[C:9]([C:14]2[CH:19]=[CH:18][C:17]([C:20]([CH2:38][CH3:39])([C:23]3[CH:28]=[CH:27][C:26]([CH2:29][CH2:30][CH:31]([OH:36])[C:32]([CH3:35])([CH3:34])[CH3:33])=[C:25]([CH3:37])[CH:24]=3)[CH2:21][CH3:22])=[CH:16][C:15]=2[CH3:40])[CH:10]=[C:11]([OH:13])[CH:12]=1.Cl. The catalyst is CO. The product is [CH2:21]([C:20]([C:17]1[CH:18]=[CH:19][C:14]([C:9]2[CH:10]=[C:11]([OH:13])[CH:12]=[C:7]([CH2:6][C:5]([OH:41])=[O:4])[CH:8]=2)=[C:15]([CH3:40])[CH:16]=1)([C:23]1[CH:28]=[CH:27][C:26]([CH2:29][CH2:30][CH:31]([OH:36])[C:32]([CH3:34])([CH3:35])[CH3:33])=[C:25]([CH3:37])[CH:24]=1)[CH2:38][CH3:39])[CH3:22]. The yield is 1.00. (2) The reactants are [Br:1][C:2]1[CH:3]=[C:4]([C:17]([O:19][CH3:20])=[O:18])[C:5]2[NH:6][C:7]3[CH:8]=[CH:9][C:10]([CH:15]=O)=[CH:11][C:12]=3[C:13]=2[N:14]=1.[NH:21]1[CH2:26][CH2:25][O:24][CH2:23][CH2:22]1.C(O[BH-](OC(=O)C)OC(=O)C)(=O)C.[Na+].C(O)(=O)C. The catalyst is CN(C=O)C.C(Cl)Cl. The product is [Br:1][C:2]1[CH:3]=[C:4]([C:17]([O:19][CH3:20])=[O:18])[C:5]2[NH:6][C:7]3[CH:8]=[CH:9][C:10]([CH2:15][N:21]4[CH2:26][CH2:25][O:24][CH2:23][CH2:22]4)=[CH:11][C:12]=3[C:13]=2[N:14]=1. The yield is 0.590. (3) The reactants are [CH3:1][C:2]1[O:6][N:5]=[C:4]([C:7]2[CH:12]=[CH:11][CH:10]=[CH:9][CH:8]=2)[C:3]=1[C:13]([NH:15][NH2:16])=[O:14].[N+:17]([C:20]1[CH:28]=[CH:27][CH:26]=[CH:25][C:21]=1[C:22](O)=O)([O-:19])=[O:18]. No catalyst specified. The product is [CH3:1][C:2]1[O:6][N:5]=[C:4]([C:7]2[CH:12]=[CH:11][CH:10]=[CH:9][CH:8]=2)[C:3]=1[C:13]1[O:14][C:22]([C:21]2[CH:25]=[CH:26][CH:27]=[CH:28][C:20]=2[N+:17]([O-:19])=[O:18])=[N:16][N:15]=1. The yield is 0.790. (4) The reactants are [Cl:1][C:2]1[CH:7]=[CH:6][C:5](F)=[C:4]([N+:9]([O-:11])=[O:10])[CH:3]=1.[CH2:12]([N:19]1[CH2:23][CH:22]([NH2:24])[CH2:21][S:20]1(=[O:26])=[O:25])[C:13]1[CH:18]=[CH:17][CH:16]=[CH:15][CH:14]=1.C(=O)([O-])[O-].[K+].[K+]. The catalyst is C(OCC)(=O)C. The product is [CH2:12]([N:19]1[CH2:23][CH:22]([NH:24][C:5]2[CH:6]=[CH:7][C:2]([Cl:1])=[CH:3][C:4]=2[N+:9]([O-:11])=[O:10])[CH2:21][S:20]1(=[O:26])=[O:25])[C:13]1[CH:14]=[CH:15][CH:16]=[CH:17][CH:18]=1. The yield is 0.576. (5) The reactants are [N+:1]([C:4]1[CH:14]=[CH:13][C:12]2[CH:11]3[CH2:15][CH2:16][N:7]([CH2:8][CH2:9][CH2:10]3)[C:6]=2[CH:5]=1)([O-:3])=[O:2].C([O-])([O-])=O.[K+].[K+].[CH2:23](I)[CH3:24]. The catalyst is CC(C)=O. The product is [CH2:16]([N:7]1[CH2:6][CH:12]2[CH2:11][CH2:10][CH:9]([C:23]3[CH:24]=[CH:5][C:4]([N+:1]([O-:3])=[O:2])=[CH:14][C:13]=32)[CH2:8]1)[CH3:15]. The yield is 0.730.